The task is: Regression. Given two drug SMILES strings and cell line genomic features, predict the synergy score measuring deviation from expected non-interaction effect.. This data is from NCI-60 drug combinations with 297,098 pairs across 59 cell lines. (1) Drug 1: CN(C)N=NC1=C(NC=N1)C(=O)N. Drug 2: CCN(CC)CCNC(=O)C1=C(NC(=C1C)C=C2C3=C(C=CC(=C3)F)NC2=O)C. Cell line: K-562. Synergy scores: CSS=-5.23, Synergy_ZIP=-2.30, Synergy_Bliss=-10.8, Synergy_Loewe=-13.1, Synergy_HSA=-12.6. (2) Drug 1: CC12CCC(CC1=CCC3C2CCC4(C3CC=C4C5=CN=CC=C5)C)O. Drug 2: C(CCl)NC(=O)N(CCCl)N=O. Cell line: HCC-2998. Synergy scores: CSS=-3.48, Synergy_ZIP=-1.47, Synergy_Bliss=-4.69, Synergy_Loewe=-12.9, Synergy_HSA=-9.01. (3) Drug 1: CC12CCC(CC1=CCC3C2CCC4(C3CC=C4C5=CN=CC=C5)C)O. Drug 2: C1=NC2=C(N1)C(=S)N=CN2. Cell line: SNB-75. Synergy scores: CSS=0.0785, Synergy_ZIP=-9.55, Synergy_Bliss=-19.2, Synergy_Loewe=-36.3, Synergy_HSA=-19.4.